Dataset: Full USPTO retrosynthesis dataset with 1.9M reactions from patents (1976-2016). Task: Predict the reactants needed to synthesize the given product. (1) The reactants are: [CH2:1]([O:8][C:9](=[O:33])[N:10]([CH2:31][CH3:32])[CH2:11][C:12]1[CH:17]=[C:16]([C:18]([F:21])([F:20])[F:19])[CH:15]=[CH:14][C:13]=1B1OC(C)(C)C(C)(C)O1)[C:2]1[CH:7]=[CH:6][CH:5]=[CH:4][CH:3]=1.[CH2:34]([O:36][C:37](=[O:54])[CH2:38][C:39]1[CH:44]=[C:43](OS(C(F)(F)F)(=O)=O)[CH:42]=[C:41]([Cl:53])[CH:40]=1)[CH3:35]. Given the product [CH2:34]([O:36][C:37](=[O:54])[CH2:38][C:39]1[CH:44]=[C:43]([C:13]2[CH:14]=[CH:15][C:16]([C:18]([F:20])([F:19])[F:21])=[CH:17][C:12]=2[CH2:11][N:10]([C:9]([O:8][CH2:1][C:2]2[CH:7]=[CH:6][CH:5]=[CH:4][CH:3]=2)=[O:33])[CH2:31][CH3:32])[CH:42]=[C:41]([Cl:53])[CH:40]=1)[CH3:35], predict the reactants needed to synthesize it. (2) Given the product [Cl:16][C:17]1[CH:18]=[C:19]([CH:27]=[CH:28][CH:29]=1)[CH2:20][N:21]1[CH:25]=[N:24][C:23]([NH:26][C:2]2[CH:7]=[CH:6][C:5]([N:8]3[CH:12]=[C:11]([CH3:13])[N:10]=[CH:9]3)=[C:4]([O:14][CH3:15])[CH:3]=2)=[N:22]1, predict the reactants needed to synthesize it. The reactants are: Br[C:2]1[CH:7]=[CH:6][C:5]([N:8]2[CH:12]=[C:11]([CH3:13])[N:10]=[CH:9]2)=[C:4]([O:14][CH3:15])[CH:3]=1.[Cl:16][C:17]1[CH:18]=[C:19]([CH:27]=[CH:28][CH:29]=1)[CH2:20][N:21]1[CH:25]=[N:24][C:23]([NH2:26])=[N:22]1.